Dataset: Reaction yield outcomes from USPTO patents with 853,638 reactions. Task: Predict the reaction yield, written as a fraction of the theoretical maximum amount of product (1.0 means a 100% yield; for example, 0.34 means a 34% yield). (1) The reactants are [F:1][C:2]1[CH:7]=[CH:6][C:5]([F:8])=[CH:4][C:3]=1[C:9]1[CH:18]=[CH:17][C:16]2[C:11](=[CH:12][CH:13]=[C:14]([O:19]C)[CH:15]=2)[C:10]=1[CH2:21][C:22]1[CH:36]=[CH:35][C:25]([O:26][CH2:27][CH2:28][N:29]2[CH2:34][CH2:33][CH2:32][CH2:31][CH2:30]2)=[CH:24][CH:23]=1.B(Br)(Br)Br.C(=O)(O)[O-].[Na+].C(Cl)(Cl)[Cl:47].C(O)(C)C. The product is [ClH:47].[F:1][C:2]1[CH:7]=[CH:6][C:5]([F:8])=[CH:4][C:3]=1[C:9]1[C:10]([CH2:21][C:22]2[CH:36]=[CH:35][C:25]([O:26][CH2:27][CH2:28][N:29]3[CH2:30][CH2:31][CH2:32][CH2:33][CH2:34]3)=[CH:24][CH:23]=2)=[C:11]2[C:16](=[CH:17][CH:18]=1)[CH:15]=[C:14]([OH:19])[CH:13]=[CH:12]2. The catalyst is C(#N)C. The yield is 0.820. (2) The yield is 0.480. The catalyst is CN(C)C=O. The product is [Cl:1][C:2]1[CH:7]=[C:6]([O:8][C:9]2[C:18]3[C:13](=[CH:14][C:15]([O:21][CH2:47][C:43]4[CH:42]=[N:41][CH:46]=[CH:45][CH:44]=4)=[C:16]([O:19][CH3:20])[CH:17]=3)[N:12]=[CH:11][CH:10]=2)[CH:5]=[CH:4][C:3]=1[NH:22][C:23]([NH:25][C:26]1[CH:31]=[CH:30][C:29]([F:32])=[CH:28][C:27]=1[F:33])=[O:24]. The reactants are [Cl:1][C:2]1[CH:7]=[C:6]([O:8][C:9]2[C:18]3[C:13](=[CH:14][C:15]([OH:21])=[C:16]([O:19][CH3:20])[CH:17]=3)[N:12]=[CH:11][CH:10]=2)[CH:5]=[CH:4][C:3]=1[NH:22][C:23]([NH:25][C:26]1[CH:31]=[CH:30][C:29]([F:32])=[CH:28][C:27]=1[F:33])=[O:24].C(=O)([O-])[O-].[K+].[K+].Cl.[N:41]1[CH:46]=[CH:45][CH:44]=[C:43]([CH2:47]Cl)[CH:42]=1. (3) The reactants are Cl.[C:2]([N:6]1[CH2:11][CH2:10][CH:9]([C:12]2[CH:17]=[CH:16][C:15]([C:18]([NH2:20])=[O:19])=[C:14]([NH:21][C:22]3[CH:27]=[CH:26][C:25]([C:28]([N:30]4[CH2:35][CH2:34][N:33]([C:36](=[O:42])[CH2:37][CH2:38][CH2:39][CH2:40][NH2:41])[CH2:32][CH2:31]4)=[O:29])=[CH:24][CH:23]=3)[N:13]=2)[CH2:8][CH2:7]1)(=[O:5])[CH:3]=[CH2:4].[F:43][B:44]1([F:69])[N:55]2[C:51]([C:52]([CH3:57])=[CH:53][C:54]=2[CH3:56])=[C:50]([C:58]2[CH:63]=[CH:62][C:61]([N:64]=[C:65]=[S:66])=[CH:60][CH:59]=2)[C:49]2[N:45]1[C:46]([CH3:68])=[CH:47][C:48]=2[CH3:67].CCN(C(C)C)C(C)C.CC#N.CO. No catalyst specified. The product is [C:2]([N:6]1[CH2:7][CH2:8][CH:9]([C:12]2[CH:17]=[CH:16][C:15]([C:18]([NH2:20])=[O:19])=[C:14]([NH:21][C:22]3[CH:27]=[CH:26][C:25]([C:28]([N:30]4[CH2:35][CH2:34][N:33]([C:36](=[O:42])[CH2:37][CH2:38][CH2:39][CH2:40][NH:41][C:65]([NH:64][C:61]5[CH:62]=[CH:63][C:58]([C:50]6[C:49]7[N:45]([C:46]([CH3:68])=[CH:47][C:48]=7[CH3:67])[B:44]([F:69])([F:43])[N:55]7[C:51]=6[C:52]([CH3:57])=[CH:53][C:54]=7[CH3:56])=[CH:59][CH:60]=5)=[S:66])[CH2:32][CH2:31]4)=[O:29])=[CH:24][CH:23]=3)[N:13]=2)[CH2:10][CH2:11]1)(=[O:5])[CH:3]=[CH2:4]. The yield is 0.420. (4) No catalyst specified. The product is [NH2:26][CH:22]1[CH2:23][CH2:24][CH2:25][CH:20]([NH:19][C:17]([C:16]2[C:10]3[N:9]=[C:8]([CH:2]4[CH2:3][CH:4]5[CH2:7][CH:1]4[CH2:6][CH2:5]5)[NH:12][C:11]=3[C:13]([OH:34])=[CH:14][CH:15]=2)=[O:18])[CH2:21]1. The yield is 0.400. The reactants are [CH:1]12[CH2:7][CH:4]([CH2:5][CH2:6]1)[CH2:3][CH:2]2[C:8]1[NH:12][C:11]2[C:13]([O:34]C)=[CH:14][CH:15]=[C:16]([C:17]([NH:19][CH:20]3[CH2:25][CH2:24][CH2:23][CH:22]([NH:26]C(=O)OC(C)(C)C)[CH2:21]3)=[O:18])[C:10]=2[N:9]=1.B(Br)(Br)Br.